This data is from Forward reaction prediction with 1.9M reactions from USPTO patents (1976-2016). The task is: Predict the product of the given reaction. (1) Given the reactants [CH3:1][C:2]1[CH:3]=[N:4][C:5]([NH:11][CH:12]2[CH2:17][CH2:16][S:15][CH2:14][CH2:13]2)=[C:6]([CH:10]=1)[C:7]([OH:9])=O.CN(C(ON1N=NC2C=CC=NC1=2)=[N+](C)C)C.F[P-](F)(F)(F)(F)F.CCN(C(C)C)C(C)C.[C:51]([O:55][C:56](=[O:65])[NH:57][CH:58]1[CH2:63][CH2:62][CH:61]([NH2:64])[CH2:60][CH2:59]1)([CH3:54])([CH3:53])[CH3:52], predict the reaction product. The product is: [CH3:1][C:2]1[CH:10]=[C:6]([C:7]([NH:64][C@@H:61]2[CH2:62][CH2:63][C@H:58]([NH:57][C:56](=[O:65])[O:55][C:51]([CH3:53])([CH3:52])[CH3:54])[CH2:59][CH2:60]2)=[O:9])[C:5]([NH:11][CH:12]2[CH2:17][CH2:16][S:15][CH2:14][CH2:13]2)=[N:4][CH:3]=1. (2) Given the reactants [CH2:1]([O:3][C:4]1[CH:12]=[C:11]2[C:7]([CH:8]=[N:9][NH:10]2)=[CH:6][C:5]=1[NH:13][C:14]1[C:15]2[C:22]3[CH2:23][CH2:24][CH:25]([C:27](O)=[O:28])[CH2:26][C:21]=3[S:20][C:16]=2[N:17]=[CH:18][N:19]=1)[CH3:2].[NH:30]1[CH2:34][CH2:33][CH:32]([C:35]#[N:36])[CH2:31]1, predict the reaction product. The product is: [CH2:1]([O:3][C:4]1[CH:12]=[C:11]2[C:7]([CH:8]=[N:9][NH:10]2)=[CH:6][C:5]=1[NH:13][C:14]1[C:15]2[C:22]3[CH2:23][CH2:24][CH:25]([C:27]([N:30]4[CH2:34][CH2:33][CH:32]([C:35]#[N:36])[CH2:31]4)=[O:28])[CH2:26][C:21]=3[S:20][C:16]=2[N:17]=[CH:18][N:19]=1)[CH3:2]. (3) Given the reactants [F:1][C:2]1[CH:21]=[CH:20][C:19]([F:22])=[CH:18][C:3]=1[CH:4]=[C:5]1[CH2:10][CH2:9][N:8](C(OC(C)(C)C)=O)[CH2:7][CH2:6]1.C(O)(C(F)(F)F)=O, predict the reaction product. The product is: [F:1][C:2]1[CH:21]=[CH:20][C:19]([F:22])=[CH:18][C:3]=1[CH:4]=[C:5]1[CH2:6][CH2:7][NH:8][CH2:9][CH2:10]1. (4) Given the reactants Br[C:2]1[CH:3]=[CH:4][C:5]2[S:9][C:8]([CH2:10][CH2:11][CH2:12][S:13][C:14]3[CH:19]=[CH:18][C:17]([O:20][CH2:21][C:22]([O:24][CH2:25][CH3:26])=[O:23])=[C:16]([CH3:27])[CH:15]=3)=[C:7](C)[C:6]=2[CH:29]=1.BrCCCC1SC2C=C([C:43]([F:46])([F:45])[F:44])C=CC=2C=1, predict the reaction product. The product is: [CH3:27][C:16]1[CH:15]=[C:14]([S:13][CH2:12][CH2:11][CH2:10][C:8]2[S:9][C:5]3[CH:4]=[C:3]([C:43]([F:46])([F:45])[F:44])[CH:2]=[CH:29][C:6]=3[CH:7]=2)[CH:19]=[CH:18][C:17]=1[O:20][CH2:21][C:22]([O:24][CH2:25][CH3:26])=[O:23]. (5) Given the reactants C(O[C:4]([C:6]1[N:10]2[N:11]=[C:12](Cl)[CH:13]=[CH:14][C:9]2=[N:8][CH:7]=1)=[O:5])C.[Cl:16][C:17]1[CH:18]=[C:19]([CH:22]=[CH:23][C:24]=1[Cl:25])[CH2:20][NH2:21], predict the reaction product. The product is: [Cl:16][C:17]1[CH:18]=[C:19]([CH:22]=[CH:23][C:24]=1[Cl:25])[CH2:20][NH:21][C:4]([C:6]1[N:10]2[N:11]=[C:12]([NH:21][CH2:20][C:19]3[CH:22]=[CH:23][C:24]([Cl:25])=[C:17]([Cl:16])[CH:18]=3)[CH:13]=[CH:14][C:9]2=[N:8][CH:7]=1)=[O:5].